Dataset: Forward reaction prediction with 1.9M reactions from USPTO patents (1976-2016). Task: Predict the product of the given reaction. (1) Given the reactants [CH3:1][C:2]([CH3:35])([CH3:34])[CH2:3][N:4]([CH3:33])[C:5]1[N:10]=[C:9]([NH:11][C:12]2[CH:13]=[C:14]([CH:21]=[CH:22][C:23]=2[CH3:24])[C:15]([NH:17][O:18][CH2:19][CH3:20])=[O:16])[CH:8]=[C:7]([N:25]2[CH2:31][CH2:30][CH2:29][N:28]([CH3:32])[CH2:27][CH2:26]2)[N:6]=1.[C-:36]#[N:37].[Na+].BrBr, predict the reaction product. The product is: [C:36]([C:8]1[C:9]([NH:11][C:12]2[CH:13]=[C:14]([CH:21]=[CH:22][C:23]=2[CH3:24])[C:15]([NH:17][O:18][CH2:19][CH3:20])=[O:16])=[N:10][C:5]([N:4]([CH2:3][C:2]([CH3:34])([CH3:1])[CH3:35])[CH3:33])=[N:6][C:7]=1[N:25]1[CH2:31][CH2:30][CH2:29][N:28]([CH3:32])[CH2:27][CH2:26]1)#[N:37]. (2) Given the reactants [CH2:1]([C:3]1[CH:4]=[N:5][C:6]([N:9]2[CH2:14][CH2:13][CH:12]([O:15][CH2:16][CH2:17][O:18]C3CCCCO3)[CH2:11][CH2:10]2)=[N:7][CH:8]=1)[CH3:2].O.C1(C)C=CC(S(O)(=O)=O)=CC=1, predict the reaction product. The product is: [CH2:1]([C:3]1[CH:4]=[N:5][C:6]([N:9]2[CH2:14][CH2:13][CH:12]([O:15][CH2:16][CH2:17][OH:18])[CH2:11][CH2:10]2)=[N:7][CH:8]=1)[CH3:2]. (3) Given the reactants [F:1][C:2]1[C:15]([OH:16])=[CH:14][C:13]2[O:12][C:11]3[C:6](=[CH:7][C:8]([F:18])=[C:9]([OH:17])[CH:10]=3)[C:5](=[O:19])[C:4]=2[CH:3]=1.[H-].[Na+].[CH3:22][O:23][CH2:24][CH2:25][O:26][CH2:27]Cl, predict the reaction product. The product is: [F:1][C:2]1[C:15]([O:16][CH2:22][O:23][CH2:24][CH2:25][O:26][CH3:27])=[CH:14][C:13]2[O:12][C:11]3[C:6](=[CH:7][C:8]([F:18])=[C:9]([O:17][CH2:22][O:23][CH2:24][CH2:25][O:26][CH3:27])[CH:10]=3)[C:5](=[O:19])[C:4]=2[CH:3]=1. (4) The product is: [O:44]([C:41]1[CH:42]=[CH:43][C:38]([C:35]23[CH2:36][CH2:37][CH:32]([N:29]4[CH2:30][CH2:31][S:26](=[O:45])(=[O:25])[N:27]=[C:28]42)[CH2:33][CH2:34]3)=[CH:39][CH:40]=1)[C:19]1[CH:24]=[CH:23][CH:22]=[CH:21][CH:20]=1. Given the reactants N1C=CC=CC=1C(O)=O.P([O-])([O-])([O-])=O.[K+].[K+].[K+].I[C:19]1[CH:24]=[CH:23][CH:22]=[CH:21][CH:20]=1.[O:25]=[S:26]1(=[O:45])[CH2:31][CH2:30][N:29]2[CH:32]3[CH2:37][CH2:36][C:35]([C:38]4[CH:43]=[CH:42][C:41]([OH:44])=[CH:40][CH:39]=4)([C:28]2=[N:27]1)[CH2:34][CH2:33]3, predict the reaction product. (5) Given the reactants [Br:1][C:2]1[CH:3]=[N:4][C:5](Cl)=[N:6][CH:7]=1.[CH3:9][S-:10].[Na+], predict the reaction product. The product is: [Br:1][C:2]1[CH:3]=[N:4][C:5]([S:10][CH3:9])=[N:6][CH:7]=1. (6) Given the reactants [CH3:1][S:2]([C:5]1[CH:10]=[CH:9][C:8]([C:11]2[C:15]3[N:16]=[CH:17][N:18]=[C:19]([N:20]4[CH2:25][CH2:24][N:23]([C:26](OC(C)(C)C)=O)[CH2:22][CH2:21]4)[C:14]=3[S:13][CH:12]=2)=[CH:7][CH:6]=1)(=[O:4])=[O:3].ClC1[N:39]=[CH:38][C:37]([CH2:40][CH3:41])=[CH:36][N:35]=1, predict the reaction product. The product is: [CH2:40]([C:37]1[CH:36]=[N:35][C:26]([N:23]2[CH2:24][CH2:25][N:20]([C:19]3[C:14]4[S:13][CH:12]=[C:11]([C:8]5[CH:7]=[CH:6][C:5]([S:2]([CH3:1])(=[O:4])=[O:3])=[CH:10][CH:9]=5)[C:15]=4[N:16]=[CH:17][N:18]=3)[CH2:21][CH2:22]2)=[N:39][CH:38]=1)[CH3:41]. (7) The product is: [F:16][C:17]1[CH:18]=[C:19]([CH:22]=[CH:23][C:24]=1[O:25][CH3:26])[C:20]([NH2:6])=[NH:21]. Given the reactants [Li+].C[Si]([N-:6][Si](C)(C)C)(C)C.C(OCC)C.[F:16][C:17]1[CH:18]=[C:19]([CH:22]=[CH:23][C:24]=1[O:25][CH3:26])[C:20]#[N:21], predict the reaction product.